This data is from Forward reaction prediction with 1.9M reactions from USPTO patents (1976-2016). The task is: Predict the product of the given reaction. (1) Given the reactants C(OC(=O)[NH:6][C:7]1[CH:12]=[CH:11][CH:10]=[C:9]([C:13]2[N:14]=[C:15]([C:25]([CH3:28])([CH3:27])[CH3:26])[S:16][C:17]=2[C:18]2[CH:23]=[CH:22][N:21]=[C:20]([Cl:24])[N:19]=2)[C:8]=1[F:29])C=C.C([SnH](CCCC)CCCC)CCC, predict the reaction product. The product is: [Cl:24][C:20]1[N:19]=[C:18]([C:17]2[S:16][C:15]([C:25]([CH3:28])([CH3:27])[CH3:26])=[N:14][C:13]=2[C:9]2[C:8]([F:29])=[C:7]([CH:12]=[CH:11][CH:10]=2)[NH2:6])[CH:23]=[CH:22][N:21]=1. (2) Given the reactants [Na].[N:2]1([C:7]2([C:10]#[N:11])[CH2:9][CH2:8]2)[CH:6]=[CH:5][CH:4]=[N:3]1.[CH2:12]([OH:14])[CH3:13], predict the reaction product. The product is: [N:2]1([C:7]2([C:10](=[NH:11])[O:14][CH2:12][CH3:13])[CH2:9][CH2:8]2)[CH:6]=[CH:5][CH:4]=[N:3]1.